From a dataset of Reaction yield outcomes from USPTO patents with 853,638 reactions. Predict the reaction yield, written as a fraction of the theoretical maximum amount of product (1.0 means a 100% yield; for example, 0.34 means a 34% yield). The reactants are C(NC(C)C)(C)C.C([Li])CCC.[CH2:13]([SnH:17]([CH2:22][CH2:23][CH2:24][CH3:25])[CH2:18][CH2:19][CH2:20][CH3:21])[CH2:14][CH2:15][CH3:16].[CH2:26]([O:28][CH2:29]Cl)[CH3:27].[Cl-].[NH4+]. The catalyst is C(OCC)C.O1CCCC1. The product is [CH2:22]([Sn:17]([CH2:13][CH2:14][CH2:15][CH3:16])([CH2:18][CH2:19][CH2:20][CH3:21])[CH2:29][O:28][CH2:26][CH3:27])[CH2:23][CH2:24][CH3:25]. The yield is 0.660.